This data is from Full USPTO retrosynthesis dataset with 1.9M reactions from patents (1976-2016). The task is: Predict the reactants needed to synthesize the given product. (1) Given the product [CH2:18]1[C:19]2[C:14](=[CH:13][C:12]([N:8]3[CH2:7][C@H:6]([CH2:5][NH:4][C:1](=[O:3])[CH3:2])[O:10][C:9]3=[O:11])=[CH:21][CH:20]=2)[CH2:15][CH2:16][NH:17]1, predict the reactants needed to synthesize it. The reactants are: [C:1]([NH:4][CH2:5][C@@H:6]1[O:10][C:9](=[O:11])[N:8]([C:12]2[CH:13]=[C:14]3[C:19](=[CH:20][CH:21]=2)[CH2:18][N:17](C(OCC2C=CC=CC=2)=O)[CH2:16][CH2:15]3)[CH2:7]1)(=[O:3])[CH3:2]. (2) Given the product [CH3:33][O:32][NH:34][C:28](=[O:30])[CH2:27][CH2:26][CH2:25][N:2]([CH3:1])[C:3]([C:5]1[CH:6]=[C:7]2[C:15](=[CH:16][CH:17]=1)[N:14]([CH3:18])[C:13]1[CH2:12][CH2:11][C@@H:10]([CH:19]3[CH2:24][CH2:23][O:22][CH2:21][CH2:20]3)[CH2:9][C:8]2=1)=[O:4], predict the reactants needed to synthesize it. The reactants are: [CH3:1][N:2]([CH2:25][CH2:26][CH2:27][C:28]([OH:30])=O)[C:3]([C:5]1[CH:6]=[C:7]2[C:15](=[CH:16][CH:17]=1)[N:14]([CH3:18])[C:13]1[CH2:12][CH2:11][C@@H:10]([CH:19]3[CH2:24][CH2:23][O:22][CH2:21][CH2:20]3)[CH2:9][C:8]2=1)=[O:4].Cl.[O:32]([NH2:34])[CH3:33].F[P-](F)(F)(F)(F)F.N1(OC(N(C)C)=[N+](C)C)C2N=CC=CC=2N=N1.C(N(CC)C(C)C)(C)C. (3) Given the product [F:20][C:2]([F:1])([F:21])[C:3]([N:5]1[CH2:11][CH:10]([CH3:12])[C:9]2[CH:13]=[C:14]([Cl:19])[C:15]([OH:17])=[CH:16][C:8]=2[CH2:7][CH2:6]1)=[O:4], predict the reactants needed to synthesize it. The reactants are: [F:1][C:2]([F:21])([F:20])[C:3]([N:5]1[CH2:11][CH:10]([CH3:12])[C:9]2[CH:13]=[C:14]([Cl:19])[C:15]([O:17]C)=[CH:16][C:8]=2[CH2:7][CH2:6]1)=[O:4].B(Br)(Br)Br. (4) Given the product [Cl:20][C@@H:8]1[C:9]2[C:5](=[CH:4][CH:3]=[C:2]([Cl:1])[CH:10]=2)[C@H:6]([C:12]2[CH:17]=[CH:16][CH:15]=[CH:14][CH:13]=2)[CH2:7]1, predict the reactants needed to synthesize it. The reactants are: [Cl:1][C:2]1[CH:10]=[C:9]2[C:5]([C@H:6]([C:12]3[CH:17]=[CH:16][CH:15]=[CH:14][CH:13]=3)[CH2:7][C@@H:8]2O)=[CH:4][CH:3]=1.S(Cl)([Cl:20])=O.O. (5) Given the product [N+:5]([O-:8])([O-:7])=[O:6].[Al+3:4].[N+:5]([O-:8])([O-:7])=[O:6].[N+:5]([O-:8])([O-:7])=[O:6], predict the reactants needed to synthesize it. The reactants are: O.O.O.[Al:4].[N+:5]([O-:8])([OH:7])=[O:6]. (6) Given the product [Cl:1][C:2]1[CH:8]=[CH:7][C:5]([N:6]=[C:17]=[O:18])=[CH:4][C:3]=1[CH3:9], predict the reactants needed to synthesize it. The reactants are: [Cl:1][C:2]1[CH:8]=[CH:7][C:5]([NH2:6])=[CH:4][C:3]=1[CH3:9].C(N(CC)CC)C.[C:17](Cl)(Cl)=[O:18]. (7) The reactants are: C(O[BH-](OC(=O)C)OC(=O)C)(=O)C.[Na+].Cl.[CH:16]1([C:26]([O:28][CH2:29][CH3:30])=[O:27])[C:25]2[C:20](=[CH:21][CH:22]=[CH:23][CH:24]=2)[CH2:19][CH2:18][NH:17]1.[CH:31](=O)[C:32]1[CH:37]=[CH:36][CH:35]=[CH:34][CH:33]=1.[OH-].[Na+]. Given the product [CH2:31]([N:17]1[CH2:18][CH2:19][C:20]2[C:25](=[CH:24][CH:23]=[CH:22][CH:21]=2)[CH:16]1[C:26]([O:28][CH2:29][CH3:30])=[O:27])[C:32]1[CH:37]=[CH:36][CH:35]=[CH:34][CH:33]=1, predict the reactants needed to synthesize it. (8) Given the product [Cl:32][C:12]1[CH:13]=[CH:14][C:15]([NH:17][C:18]([C:20]2[CH:25]=[CH:24][N:23]=[C:22]([N:26]3[CH2:27][CH2:28][O:29][CH2:30][CH2:31]3)[CH:21]=2)=[O:19])=[CH:16][C:11]=1[NH:10][C:8]([C:6]1[CH:5]=[CH:4][N:3]=[C:2]([N:38]([CH2:37][CH2:36][CH2:35][N:34]([CH3:40])[CH3:33])[CH3:39])[CH:7]=1)=[O:9], predict the reactants needed to synthesize it. The reactants are: Cl[C:2]1[CH:7]=[C:6]([C:8]([NH:10][C:11]2[CH:16]=[C:15]([NH:17][C:18]([C:20]3[CH:25]=[CH:24][N:23]=[C:22]([N:26]4[CH2:31][CH2:30][O:29][CH2:28][CH2:27]4)[CH:21]=3)=[O:19])[CH:14]=[CH:13][C:12]=2[Cl:32])=[O:9])[CH:5]=[CH:4][N:3]=1.[CH3:33][N:34]([CH3:40])[CH2:35][CH2:36][CH2:37][NH:38][CH3:39].